From a dataset of Forward reaction prediction with 1.9M reactions from USPTO patents (1976-2016). Predict the product of the given reaction. (1) Given the reactants [F:1][C:2]([F:7])([F:6])[C:3]([OH:5])=[O:4].[Br:8][C:9]1[CH:10]=[C:11]([N:16]2[C:20](=[O:21])[O:19][N:18]=[C:17]2[C:22]2[C:23]([NH:27][C:28](=O)[C:29]3[CH:34]=[CH:33][C:32]([CH2:35][N:36]4[CH2:41][CH2:40][S:39](=[O:43])(=[O:42])[CH2:38][CH2:37]4)=[CH:31][CH:30]=3)=[N:24][O:25][N:26]=2)[CH:12]=[CH:13][C:14]=1[F:15].P(Cl)(Cl)(Cl)(Cl)Cl.C([BH3-])#N.[Na+], predict the reaction product. The product is: [F:1][C:2]([F:7])([F:6])[C:3]([OH:5])=[O:4].[Br:8][C:9]1[CH:10]=[C:11]([N:16]2[C:20](=[O:21])[O:19][N:18]=[C:17]2[C:22]2[C:23]([NH:27][CH2:28][C:29]3[CH:30]=[CH:31][C:32]([CH2:35][N:36]4[CH2:41][CH2:40][S:39](=[O:43])(=[O:42])[CH2:38][CH2:37]4)=[CH:33][CH:34]=3)=[N:24][O:25][N:26]=2)[CH:12]=[CH:13][C:14]=1[F:15]. (2) The product is: [F:23][C:19]1[CH:18]=[C:17]([CH:22]=[CH:21][CH:20]=1)[CH2:16][N:12]1[C:11]2[CH2:10][CH2:9][C@@H:8]([NH:24][C:25]([CH:27]3[CH2:29][CH2:28]3)=[O:26])[CH2:7][C:6]=2[C:5]2[C:13]1=[CH:14][CH:15]=[C:3]([CH:1]=[O:31])[CH:4]=2. Given the reactants [C:1]([C:3]1[CH:4]=[C:5]2[C:13](=[CH:14][CH:15]=1)[N:12]([CH2:16][C:17]1[CH:22]=[CH:21][CH:20]=[C:19]([F:23])[CH:18]=1)[C:11]1[CH2:10][CH2:9][C@@H:8]([NH:24][C:25]([CH:27]3[CH2:29][CH2:28]3)=[O:26])[CH2:7][C:6]2=1)#N.C(O)=[O:31], predict the reaction product. (3) Given the reactants [CH3:1][O:2][C:3]1[CH:8]=[CH:7][CH:6]=[CH:5][C:4]=1B(O)O.C(=O)([O-])[O-].[K+].[K+].Br[C:19]1[CH:27]=[CH:26][CH:25]=[C:24]2[C:20]=1[CH:21]=[CH:22][NH:23]2, predict the reaction product. The product is: [CH3:1][O:2][C:3]1[CH:8]=[CH:7][CH:6]=[CH:5][C:4]=1[C:19]1[CH:27]=[CH:26][CH:25]=[C:24]2[C:20]=1[CH:21]=[CH:22][NH:23]2. (4) The product is: [CH2:38]([O:37][C:35]([N:5]([CH2:6][C:7]1[CH:12]=[CH:11][C:10]([NH:13][CH:14]2[CH2:19][CH2:18][CH2:17][N:16]([C:20]([O:22][C:23]([CH3:24])([CH3:26])[CH3:25])=[O:21])[CH2:15]2)=[C:9]([N+:27]([O-:29])=[O:28])[CH:8]=1)[C@H:3]([C:2]([CH3:30])([CH3:1])[CH3:31])[CH3:4])=[O:36])[C:39]1[CH:44]=[CH:43][CH:42]=[CH:41][CH:40]=1. Given the reactants [CH3:1][C:2]([CH3:31])([CH3:30])[C@@H:3]([NH:5][CH2:6][C:7]1[CH:12]=[CH:11][C:10]([NH:13][CH:14]2[CH2:19][CH2:18][CH2:17][N:16]([C:20]([O:22][C:23]([CH3:26])([CH3:25])[CH3:24])=[O:21])[CH2:15]2)=[C:9]([N+:27]([O-:29])=[O:28])[CH:8]=1)[CH3:4].[OH-].[Na+].Cl[C:35]([O:37][CH2:38][C:39]1[CH:44]=[CH:43][CH:42]=[CH:41][CH:40]=1)=[O:36].Cl, predict the reaction product. (5) Given the reactants N([O-])=O.[Na+].[OH:5][CH2:6][C:7]1[N:11]([CH2:12][C:13]#[CH:14])[C:10](S)=[N:9][CH:8]=1.C(=O)([O-])[O-].[K+].[K+], predict the reaction product. The product is: [OH:5][CH2:6][C:7]1[N:11]([CH2:12][C:13]#[CH:14])[CH:10]=[N:9][CH:8]=1. (6) The product is: [CH:10](=[C:9]1[C:8]2[CH:16]=[CH:15][CH:3]=[C:2]([OH:5])[C:1]=2[CH2:12][CH2:13]1)[CH3:11]. Given the reactants [CH3:1][C:2]([O-:5])(C)[CH3:3].[K+].O[C:8]1[CH:16]=[CH:15]C=[C:13]2[C:9]=1[CH2:10][CH2:11][C:12]2=O, predict the reaction product.